Dataset: Catalyst prediction with 721,799 reactions and 888 catalyst types from USPTO. Task: Predict which catalyst facilitates the given reaction. Reactant: O1[C:5]2([CH2:10][CH2:9][C:8]([C:11]3[C:12]([O:17][CH3:18])=[N:13][CH:14]=[CH:15][CH:16]=3)=[CH:7][CH2:6]2)[O:4]CC1.Cl. Product: [CH3:18][O:17][C:12]1[C:11]([C:8]2[CH2:9][CH2:10][C:5](=[O:4])[CH2:6][CH:7]=2)=[CH:16][CH:15]=[CH:14][N:13]=1. The catalyst class is: 10.